Predict which catalyst facilitates the given reaction. From a dataset of Catalyst prediction with 721,799 reactions and 888 catalyst types from USPTO. (1) Product: [CH3:1][CH:2]([NH:4][C:5]([CH:7]=[CH2:8])=[O:6])[CH3:3].[C:9]([O:14][CH2:15][C:16]1[CH:17]=[CH:18][CH:19]=[CH:20][CH:21]=1)(=[O:13])[C:10]([CH3:12])=[CH2:11]. The catalyst class is: 13. Reactant: [CH3:1][CH:2]([NH:4][C:5]([CH:7]=[CH2:8])=[O:6])[CH3:3].[C:9]([O:14][CH2:15][C:16]1[CH:21]=[CH:20][CH:19]=[CH:18][CH:17]=1)(=[O:13])[C:10]([CH3:12])=[CH2:11].N(C(C)(CC)C#N)=NC(C)(CC)C#N. (2) Reactant: C1(COC([NH:11][C@@H:12]([C:23]([NH:25][C@H:26]([C:39]([N:41]2[CH2:46][CH2:45][N:44]([C:47]3[CH:52]=[CH:51][N:50]=[CH:49][CH:48]=3)[CH2:43][CH2:42]2)=[O:40])[CH2:27][CH2:28][CH2:29][CH2:30][NH:31][C:32]([O:34][C:35]([CH3:38])([CH3:37])[CH3:36])=[O:33])=[O:24])[CH2:13][C:14]2[CH:19]=[C:18]([Cl:20])[C:17]([OH:21])=[C:16]([Cl:22])[CH:15]=2)=O)C=CC=CC=1.S([O-])(O)(=O)=O.[K+].[H][H]. Product: [Cl:20][C:18]1[CH:19]=[C:14]([CH:15]=[C:16]([Cl:22])[C:17]=1[OH:21])[CH2:13][C@H:12]([C:23]([NH:25][C@H:26]([C:39]([N:41]1[CH2:42][CH2:43][N:44]([C:47]2[CH:52]=[CH:51][N:50]=[CH:49][CH:48]=2)[CH2:45][CH2:46]1)=[O:40])[CH2:27][CH2:28][CH2:29][CH2:30][NH:31][C:32]([O:34][C:35]([CH3:38])([CH3:36])[CH3:37])=[O:33])=[O:24])[NH2:11]. The catalyst class is: 19. (3) The catalyst class is: 26. Product: [C:17]1([S:23][C@@H:2]2[CH2:3][CH2:4][CH2:5][CH2:6][C@H:1]2[OH:7])[CH:22]=[CH:21][CH:20]=[CH:19][CH:18]=1. Reactant: [CH:1]12[O:7][CH:2]1[CH2:3][CH2:4][CH2:5][CH2:6]2.C(N(CC)C(C)C)(C)C.[C:17]1([SH:23])[CH:22]=[CH:21][CH:20]=[CH:19][CH:18]=1. (4) Reactant: Cl[C:2]1[C:7]([C:8]2[CH:13]=[CH:12][CH:11]=[CH:10][CH:9]=2)=[C:6]([Cl:14])[N:5]=[C:4]([S:15][CH3:16])[N:3]=1.[Cl:17][C:18]1[CH:23]=[CH:22][C:21](B(O)O)=[CH:20][CH:19]=1.C([O-])([O-])=O.[Na+].[Na+].O. Product: [Cl:14][C:6]1[C:7]([C:8]2[CH:13]=[CH:12][CH:11]=[CH:10][CH:9]=2)=[C:2]([C:21]2[CH:22]=[CH:23][C:18]([Cl:17])=[CH:19][CH:20]=2)[N:3]=[C:4]([S:15][CH3:16])[N:5]=1. The catalyst class is: 109. (5) The catalyst class is: 135. Product: [ClH:41].[ClH:41].[CH2:37]([C:21]1[N:20]=[N:19][C:18]([O:17][C@H:10]2[C@H:11]([CH:14]([F:16])[F:15])[CH2:12][CH2:13][NH:8][CH2:9]2)=[CH:23][C:22]=1[C:24]1[CH:29]=[CH:28][C:27]([O:30][CH:31]2[CH2:32][CH2:33][CH2:34][CH2:35][CH2:36]2)=[CH:26][CH:25]=1)[CH2:38][CH2:39][CH3:40]. Reactant: C(OC([N:8]1[CH2:13][CH2:12][C@@H:11]([CH:14]([F:16])[F:15])[C@H:10]([O:17][C:18]2[N:19]=[N:20][C:21]([CH2:37][CH2:38][CH2:39][CH3:40])=[C:22]([C:24]3[CH:29]=[CH:28][C:27]([O:30][CH:31]4[CH2:36][CH2:35][CH2:34][CH2:33][CH2:32]4)=[CH:26][CH:25]=3)[CH:23]=2)[CH2:9]1)=O)(C)(C)C.[ClH:41]. (6) Reactant: C(O[CH:4](OCC)[CH2:5][S:6][C:7]1[CH:16]=[CH:15][CH:14]=[CH:13][C:8]=1[C:9]([O:11][CH3:12])=[O:10])C. The catalyst class is: 159. Product: [S:6]1[CH:5]=[CH:4][C:16]2[CH:15]=[CH:14][CH:13]=[C:8]([C:9]([O:11][CH3:12])=[O:10])[C:7]1=2.